Task: Predict the reactants needed to synthesize the given product.. Dataset: Full USPTO retrosynthesis dataset with 1.9M reactions from patents (1976-2016) (1) Given the product [CH3:1][C:2]1[NH:3][C:4](=[O:13])[CH:5]=[C:6]([C:8]([NH2:14])=[O:9])[N:7]=1, predict the reactants needed to synthesize it. The reactants are: [CH3:1][C:2]1[NH:3][C:4](=[O:13])[CH:5]=[C:6]([C:8](OCC)=[O:9])[N:7]=1.[NH3:14]. (2) Given the product [CH3:13][O:9][C:8]([C:6]1[CH:5]=[CH:4][CH:3]=[C:2]([CH3:1])[N:7]=1)=[O:10], predict the reactants needed to synthesize it. The reactants are: [CH3:1][C:2]1[N:7]=[C:6]([C:8]([OH:10])=[O:9])[CH:5]=[CH:4][CH:3]=1.CO.[CH2:13](Cl)CCl. (3) Given the product [CH3:29][O:30][C:31]1[N:36]=[CH:35][C:34]([C:2]2[CH:11]=[CH:10][C:9]3[N:8]=[CH:7][C:6]4[CH2:12][N:13]([CH3:28])[C:14](=[O:27])[N:15]([C:16]5[CH:21]=[CH:20][C:19]([C:22]([CH3:26])([CH3:25])[C:23]#[N:24])=[CH:18][CH:17]=5)[C:5]=4[C:4]=3[N:3]=2)=[CH:33][CH:32]=1, predict the reactants needed to synthesize it. The reactants are: Cl[C:2]1[CH:11]=[CH:10][C:9]2[N:8]=[CH:7][C:6]3[CH2:12][N:13]([CH3:28])[C:14](=[O:27])[N:15]([C:16]4[CH:21]=[CH:20][C:19]([C:22]([CH3:26])([CH3:25])[C:23]#[N:24])=[CH:18][CH:17]=4)[C:5]=3[C:4]=2[N:3]=1.[CH3:29][O:30][C:31]1[N:36]=[CH:35][C:34](B(O)O)=[CH:33][CH:32]=1.C(=O)([O-])[O-].[Na+].[Na+]. (4) Given the product [CH3:34][C:35]1[CH:40]=[C:39]([CH3:41])[CH:38]=[CH:37][C:36]=1[N:42]1[C:46]2[N:47]=[C:48]([N:59]3[CH2:60][CH2:61][O:62][CH2:63][CH2:64]3)[N:49]=[C:50]([C:51]3[CH:52]=[C:53]([OH:57])[CH:54]=[CH:55][CH:56]=3)[C:45]=2[CH2:44][CH2:43]1, predict the reactants needed to synthesize it. The reactants are: ClC1C(CCCl)=C(C2C=CC=C(OC)C=2)N=C(N2CCOCC2)N=1.CC1C=C(C)C=CC=1N.[CH3:34][C:35]1[CH:40]=[C:39]([CH3:41])[CH:38]=[CH:37][C:36]=1[N:42]1[C:46]2[N:47]=[C:48]([N:59]3[CH2:64][CH2:63][O:62][CH2:61][CH2:60]3)[N:49]=[C:50]([C:51]3[CH:56]=[CH:55][CH:54]=[C:53]([O:57]C)[CH:52]=3)[C:45]=2[CH2:44][CH2:43]1. (5) Given the product [F:8][C:6]1[C:5]([N+:9]([O-:11])=[O:10])=[C:4]([CH:3]=[C:2]([F:1])[CH:7]=1)[O:12][CH2:19][CH:21]1[CH2:22][O:23]1, predict the reactants needed to synthesize it. The reactants are: [F:1][C:2]1[CH:3]=[C:4]([OH:12])[C:5]([N+:9]([O-:11])=[O:10])=[C:6]([F:8])[CH:7]=1.C(=O)([O-])[O-].[K+].[K+].[CH2:19]([CH:21]1[O:23][CH2:22]1)Br.O. (6) Given the product [CH2:1]([O:3][C:4]([C:6]1[CH:7]=[C:8]2[N:13]([C:14]=1[CH:15]([CH3:16])[CH3:17])[CH:12]=[CH:11][C:10]([CH2:18][OH:19])=[CH:9]2)=[O:5])[CH3:2], predict the reactants needed to synthesize it. The reactants are: [CH2:1]([O:3][C:4]([C:6]1[CH:7]=[C:8]2[N:13]([C:14]=1[CH:15]([CH3:17])[CH3:16])[CH:12]=[CH:11][C:10]([CH2:18][O:19]C(=O)C)=[CH:9]2)=[O:5])[CH3:2].C(=O)([O-])[O-].[K+].[K+]. (7) The reactants are: [CH3:1][O:2][C:3]1[CH:12]=[C:11]2[C:6]([CH2:7][CH2:8][C:9](=O)[CH2:10]2)=[CH:5][CH:4]=1.[CH2:14]([NH2:17])[CH2:15][CH3:16].C(O[BH-](OC(=O)C)OC(=O)C)(=O)C.[Na+].[Cl:32]C(Cl)C. Given the product [ClH:32].[CH3:1][O:2][C:3]1[CH:12]=[C:11]2[C:6]([CH2:7][CH2:8][CH:9]([NH:17][CH2:14][CH2:15][CH3:16])[CH2:10]2)=[CH:5][CH:4]=1, predict the reactants needed to synthesize it. (8) Given the product [Br:1][C:2]1[CH:7]=[CH:6][CH:5]=[C:4]([Br:8])[C:3]=1[C:12]1[CH:13]=[CH:14][CH:15]=[CH:16][C:11]=1[Br:10], predict the reactants needed to synthesize it. The reactants are: [Br:1][C:2]1[CH:7]=[CH:6][CH:5]=[C:4]([Br:8])[C:3]=1I.[Br:10][C:11]1[CH:16]=[CH:15][CH:14]=[CH:13][C:12]=1Br.